Dataset: Full USPTO retrosynthesis dataset with 1.9M reactions from patents (1976-2016). Task: Predict the reactants needed to synthesize the given product. (1) Given the product [CH3:1][C:2]1[O:6][C:5]([CH2:7][NH:8][C:9]2[CH:18]=[CH:17][C:16]3[C:15]([NH:19][C:21]4[CH:22]=[N:23][CH:24]=[CH:25][CH:26]=4)=[CH:14][CH:13]=[CH:12][C:11]=3[N:10]=2)=[CH:4][CH:3]=1, predict the reactants needed to synthesize it. The reactants are: [CH3:1][C:2]1[O:6][C:5]([CH2:7][NH:8][C:9]2[CH:18]=[CH:17][C:16]3[C:15]([NH2:19])=[CH:14][CH:13]=[CH:12][C:11]=3[N:10]=2)=[CH:4][CH:3]=1.Br[C:21]1[CH:22]=[N:23][CH:24]=[CH:25][CH:26]=1. (2) Given the product [F:28][C:26]1[CH:25]=[CH:24][C:23]([O:29][CH3:30])=[C:22]([CH:27]=1)[CH2:21][N:19]([CH3:20])[C:17](=[O:18])[CH2:16][CH2:15][CH2:14][N:10]1[C:11]2[C:7](=[CH:6][C:5]([O:2][CH3:1])=[CH:13][CH:12]=2)[CH:8]=[CH:9]1, predict the reactants needed to synthesize it. The reactants are: [CH3:1][O-:2].[Na+].Br[C:5]1[CH:6]=[C:7]2[C:11](=[CH:12][CH:13]=1)[N:10]([CH2:14][CH2:15][CH2:16][C:17]([N:19]([CH2:21][C:22]1[CH:27]=[C:26]([F:28])[CH:25]=[CH:24][C:23]=1[O:29][CH3:30])[CH3:20])=[O:18])[CH:9]=[CH:8]2. (3) The reactants are: [CH:1]([C:3]1[C:7]2[NH:8][C:9]([C:11]([OH:13])=[O:12])=[CH:10][C:6]=2[O:5][CH:4]=1)=O.Cl.[NH2:15]O. Given the product [C:1]([C:3]1[C:7]2[NH:8][C:9]([C:11]([OH:13])=[O:12])=[CH:10][C:6]=2[O:5][CH:4]=1)#[N:15], predict the reactants needed to synthesize it. (4) Given the product [CH:10]([N:7]1[CH:8]=[C:4]([N+:1]([O-:3])=[O:2])[N:5]=[CH:6]1)([CH3:12])[CH3:11], predict the reactants needed to synthesize it. The reactants are: [N+:1]([C:4]1[N:5]=[CH:6][NH:7][CH:8]=1)([O-:3])=[O:2].I[CH:10]([CH3:12])[CH3:11].C([O-])([O-])=O.[K+].[K+].